Dataset: Forward reaction prediction with 1.9M reactions from USPTO patents (1976-2016). Task: Predict the product of the given reaction. (1) Given the reactants [Br:1][C:2]1[CH:7]=[CH:6][C:5]([CH2:8][C:9]([OH:11])=O)=[CH:4][CH:3]=1.[CH2:12]([NH2:19])[C:13]1[CH:18]=[CH:17][CH:16]=[CH:15][CH:14]=1, predict the reaction product. The product is: [CH2:12]([NH:19][C:9](=[O:11])[CH2:8][C:5]1[CH:4]=[CH:3][C:2]([Br:1])=[CH:7][CH:6]=1)[C:13]1[CH:18]=[CH:17][CH:16]=[CH:15][CH:14]=1. (2) Given the reactants [Cl:1][C:2]1[C:3](=[O:11])[N:4]([CH2:9]C)[C:5](=[O:8])[C:6]=1Cl.[CH3:12][NH:13][CH3:14], predict the reaction product. The product is: [Cl:1][C:2]1[C:3](=[O:11])[N:4]([CH3:9])[C:5](=[O:8])[C:6]=1[N:13]([CH3:14])[CH3:12]. (3) Given the reactants [C-:1]#[N:2].[Na+].[Cl-].[NH4+:5].[CH:6](=O)[C:7]1[CH:12]=[CH:11][CH:10]=[CH:9][CH:8]=1, predict the reaction product. The product is: [NH2:5][CH:6]([C:7]1[CH:12]=[CH:11][CH:10]=[CH:9][CH:8]=1)[C:1]#[N:2].